From a dataset of Forward reaction prediction with 1.9M reactions from USPTO patents (1976-2016). Predict the product of the given reaction. (1) Given the reactants [F:1][C:2]1[CH:3]=[C:4]([CH:26]=[CH:27][C:28]=1[F:29])[CH2:5][N:6]1[CH2:10][CH2:9][CH2:8][C@@H:7]1[C:11]([NH:13][C@H:14]([C:16]1[CH:25]=[CH:24][C:19]([C:20]([O:22]C)=[O:21])=[CH:18][CH:17]=1)[CH3:15])=[O:12].O[Li:31].O, predict the reaction product. The product is: [F:1][C:2]1[CH:3]=[C:4]([CH:26]=[CH:27][C:28]=1[F:29])[CH2:5][N:6]1[CH2:10][CH2:9][CH2:8][C@@H:7]1[C:11]([NH:13][C@H:14]([C:16]1[CH:25]=[CH:24][C:19]([C:20]([O-:22])=[O:21])=[CH:18][CH:17]=1)[CH3:15])=[O:12].[Li+:31]. (2) Given the reactants CO[C:3]([C:5]1[N:6]([CH3:10])[CH:7]=[CH:8][CH:9]=1)=[O:4].[CH3:11][C:12]#[N:13].CC(C)([O-])C.[K+], predict the reaction product. The product is: [CH3:10][N:6]1[CH:7]=[CH:8][CH:9]=[C:5]1[C:3](=[O:4])[CH2:11][C:12]#[N:13]. (3) Given the reactants [NH2:1][C:2]1[CH:7]=[C:6]([CH2:8][N:9]2[C:14]3[CH:15]=[CH:16][CH:17]=[CH:18][C:13]=3[C:12](=[O:19])[O:11][C:10]2=[O:20])[CH:5]=[CH:4][N:3]=1.[N:21]([CH3:24])=[C:22]=[O:23], predict the reaction product. The product is: [O:20]=[C:10]1[N:9]([CH2:8][C:6]2[CH:5]=[CH:4][N:3]=[C:2]([NH:1][C:22]([NH:21][CH3:24])=[O:23])[CH:7]=2)[C:14]2[CH:15]=[CH:16][CH:17]=[CH:18][C:13]=2[C:12](=[O:19])[O:11]1. (4) Given the reactants [Br:1][C:2]1[CH:7]=[CH:6][C:5]([OH:8])=[CH:4][C:3]=1[F:9].Cl[CH2:11][O:12][CH2:13][C:14]1[CH:19]=[CH:18][CH:17]=[CH:16][CH:15]=1.C(N(C(C)C)CC)(C)C, predict the reaction product. The product is: [CH2:13]([O:12][CH2:11][O:8][C:5]1[CH:6]=[CH:7][C:2]([Br:1])=[C:3]([F:9])[CH:4]=1)[C:14]1[CH:19]=[CH:18][CH:17]=[CH:16][CH:15]=1. (5) Given the reactants [CH2:1]([NH:8][C:9]1[CH:10]=[C:11]2[C:16](=[CH:17][CH:18]=1)[CH:15]=[C:14]([C:19]([O:21]CC1C=CC=CC=1)=[O:20])[CH:13]=[CH:12]2)[C:2]1[CH:7]=[CH:6][CH:5]=[CH:4][CH:3]=1.O.[OH-].[Li+], predict the reaction product. The product is: [CH2:1]([NH:8][C:9]1[CH:10]=[C:11]2[C:16](=[CH:17][CH:18]=1)[CH:15]=[C:14]([C:19]([OH:21])=[O:20])[CH:13]=[CH:12]2)[C:2]1[CH:3]=[CH:4][CH:5]=[CH:6][CH:7]=1. (6) The product is: [CH:5]1([CH2:8][C:9](=[C:18]2[C:19](=[O:20])[O:21][C:14]([CH3:22])([CH3:13])[O:15][C:16]2=[O:17])[OH:11])[CH2:4][CH2:3][CH2:2][CH2:7][CH2:6]1. Given the reactants C[C:2]1(C)[CH2:7][CH2:6][CH:5]([CH2:8][C:9]([OH:11])=O)[CH2:4][CH2:3]1.[CH3:13][C:14]1([CH3:22])[O:21][C:19](=[O:20])[CH2:18][C:16](=[O:17])[O:15]1.C1CCC(N=C=NC2CCCCC2)CC1, predict the reaction product. (7) The product is: [O:1]([C:8]1[CH:9]=[CH:10][C:11]([CH2:12][NH:13][C:22]([C:21]2[CH:25]=[CH:26][C:18]([CH2:17][N:52]([CH2:51][C:48]3[CH:49]=[CH:50][C:45]([O:44][CH2:43][C:42]([OH:53])=[O:41])=[CH:46][CH:47]=3)[C:33](=[O:34])[C:32]3[CH:36]=[CH:37][C:29]([C:28]([F:39])([F:38])[F:27])=[CH:30][CH:31]=3)=[CH:19][CH:20]=2)=[O:23])=[CH:14][CH:15]=1)[C:2]1[CH:3]=[CH:4][CH:5]=[CH:6][CH:7]=1. Given the reactants [O:1]([C:8]1[CH:15]=[CH:14][C:11]([CH2:12][NH2:13])=[CH:10][CH:9]=1)[C:2]1[CH:7]=[CH:6][CH:5]=[CH:4][CH:3]=1.Cl[CH2:17][C:18]1[CH:26]=[CH:25][C:21]([C:22](Cl)=[O:23])=[CH:20][CH:19]=1.[F:27][C:28]([F:39])([F:38])[C:29]1[CH:37]=[CH:36][C:32]([C:33](Cl)=[O:34])=[CH:31][CH:30]=1.C[O:41][C:42](=[O:53])[CH2:43][O:44][C:45]1[CH:50]=[CH:49][C:48]([CH2:51][NH2:52])=[CH:47][CH:46]=1, predict the reaction product. (8) Given the reactants [CH3:1][C:2]1([CH3:21])[O:7][CH2:6][C:5]([C:11]2[CH:12]=[C:13]([CH:18]=[CH:19][CH:20]=2)[C:14]([O:16][CH3:17])=[O:15])([N+:8]([O-])=O)[CH2:4][O:3]1.O, predict the reaction product. The product is: [NH2:8][C:5]1([C:11]2[CH:12]=[C:13]([CH:18]=[CH:19][CH:20]=2)[C:14]([O:16][CH3:17])=[O:15])[CH2:6][O:7][C:2]([CH3:1])([CH3:21])[O:3][CH2:4]1. (9) Given the reactants [NH2:1][CH2:2][C:3]([NH:5][C@H:6]1[CH2:11][CH2:10][C@@H:9]([NH:12][C:13]([CH3:16])([CH3:15])[CH3:14])[CH2:8][C@H:7]1[CH2:17][OH:18])=[O:4].[F:19][C:20]([F:33])([F:32])[C:21]1[CH:22]=[C:23]2[C:28](=[CH:29][CH:30]=1)[N:27]=[CH:26][N:25]=[C:24]2N.C(N(CC)CC)C, predict the reaction product. The product is: [C:13]([NH:12][C@@H:9]1[CH2:10][CH2:11][C@H:6]([NH:5][C:3](=[O:4])[CH2:2][NH:1][C:24]2[C:23]3[C:28](=[CH:29][CH:30]=[C:21]([C:20]([F:32])([F:33])[F:19])[CH:22]=3)[N:27]=[CH:26][N:25]=2)[C@H:7]([CH2:17][OH:18])[CH2:8]1)([CH3:14])([CH3:15])[CH3:16].